Dataset: Catalyst prediction with 721,799 reactions and 888 catalyst types from USPTO. Task: Predict which catalyst facilitates the given reaction. (1) Reactant: P(Cl)(Cl)(Cl)=O.[C:6]1([C:40]2[CH:45]=[CH:44][CH:43]=[CH:42][CH:41]=2)[CH:11]=[CH:10][C:9]([CH2:12][C:13]([NH:15][CH2:16][CH2:17][C:18]2[CH:23]=CC(OCC3C=CC=CC=3)=[C:20]([O:32][CH2:33]C3C=CC=CC=3)[CH:19]=2)=O)=[CH:8][CH:7]=1.[BH4-].[Na+].O.O.[C:50]([OH:55])(=[O:54])[C:51]([OH:53])=[O:52].C[CH2:57][O:58][CH2:59][CH3:60]. Product: [C:50]([OH:55])(=[O:54])[C:51]([OH:53])=[O:52].[C:6]1([C:40]2[CH:41]=[CH:42][CH:43]=[CH:44][CH:45]=2)[CH:7]=[CH:8][C:9]([CH2:12][CH:13]2[C:23]3[C:18](=[CH:19][C:20]([O:32][CH3:33])=[C:59]([O:58][CH3:57])[CH:60]=3)[CH2:17][CH2:16][NH:15]2)=[CH:10][CH:11]=1. The catalyst class is: 382. (2) Reactant: [C:1]([C:5]1[N:6]=[C:7]([NH:10][C:11]([C:13]2[CH:33]=[CH:32][N:16]3[C:17](=[O:31])[C:18](/[CH:22]=[CH:23]/[C:24]([O:26][C:27]([CH3:30])([CH3:29])[CH3:28])=[O:25])=[C:19](O)[N:20]=[C:15]3[CH:14]=2)=[O:12])[S:8][CH:9]=1)([CH3:4])([CH3:3])[CH3:2].S(Cl)(C1C=CC(C)=CC=1)(=O)=O.CN(C1C=CC=CN=1)C.[NH:54]1[CH2:62][CH2:61][CH2:60][CH:56]([C:57]([NH2:59])=[O:58])[CH2:55]1. Product: [NH2:59][C:57]([CH:56]1[CH2:60][CH2:61][CH2:62][N:54]([C:19]2[N:20]=[C:15]3[CH:14]=[C:13]([C:11]([NH:10][C:7]4[S:8][CH:9]=[C:5]([C:1]([CH3:4])([CH3:3])[CH3:2])[N:6]=4)=[O:12])[CH:33]=[CH:32][N:16]3[C:17](=[O:31])[C:18]=2/[CH:22]=[CH:23]/[C:24]([O:26][C:27]([CH3:28])([CH3:29])[CH3:30])=[O:25])[CH2:55]1)=[O:58]. The catalyst class is: 3.